Dataset: Full USPTO retrosynthesis dataset with 1.9M reactions from patents (1976-2016). Task: Predict the reactants needed to synthesize the given product. (1) The reactants are: [C:1](Cl)(=[O:3])[CH3:2].[N:5]1([CH2:11][CH2:12][O:13][C:14]2[CH:19]=[CH:18][C:17]([CH:20]3[CH2:25][CH2:24][N:23]([C:26]4[CH:27]=[CH:28][C:29]5[N:30]([C:32]([C:35]([F:38])([F:37])[F:36])=[N:33][N:34]=5)[N:31]=4)[CH2:22][CH2:21]3)=[CH:16][CH:15]=2)[CH2:10][CH2:9][NH:8][CH2:7][CH2:6]1.C(N(CC)CC)C. Given the product [C:1]([N:8]1[CH2:9][CH2:10][N:5]([CH2:11][CH2:12][O:13][C:14]2[CH:19]=[CH:18][C:17]([CH:20]3[CH2:25][CH2:24][N:23]([C:26]4[CH:27]=[CH:28][C:29]5[N:30]([C:32]([C:35]([F:38])([F:36])[F:37])=[N:33][N:34]=5)[N:31]=4)[CH2:22][CH2:21]3)=[CH:16][CH:15]=2)[CH2:6][CH2:7]1)(=[O:3])[CH3:2], predict the reactants needed to synthesize it. (2) Given the product [OH:14][C:12]1[C:3]2=[N:4][CH:5]=[C:6]([C:8]([F:9])([F:10])[F:11])[CH:7]=[C:2]2[S:18][C:17]=1[C:16]([O:20][CH3:21])=[O:19], predict the reactants needed to synthesize it. The reactants are: Cl[C:2]1[C:3]([C:12]([O:14]C)=O)=[N:4][CH:5]=[C:6]([C:8]([F:11])([F:10])[F:9])[CH:7]=1.[C:16]([O:20][CH3:21])(=[O:19])[CH2:17][SH:18].CC(C)([O-])C.[Na+].Cl. (3) Given the product [CH2:1]([O:3][C:4](=[O:11])[CH2:5][O:6][CH2:7][C:8](=[O:10])[NH:21][C:22]1[C:23]([I:36])=[C:24]([C:33]([Cl:35])=[O:34])[C:25]([I:32])=[C:26]([C:27]([Cl:29])=[O:28])[C:30]=1[I:31])[CH3:2], predict the reactants needed to synthesize it. The reactants are: [CH2:1]([O:3][C:4](=[O:11])[CH2:5][O:6][CH2:7][C:8]([OH:10])=O)[CH3:2].S(Cl)(Cl)=O.CN(C=O)C.[NH2:21][C:22]1[C:23]([I:36])=[C:24]([C:33]([Cl:35])=[O:34])[C:25]([I:32])=[C:26]([C:30]=1[I:31])[C:27]([Cl:29])=[O:28]. (4) Given the product [CH2:4]([O:11][N:12]=[CH2:13])[C:5]1[CH:10]=[CH:9][CH:8]=[CH:7][CH:6]=1, predict the reactants needed to synthesize it. The reactants are: [OH-].[Na+].Cl.[CH2:4]([O:11][NH2:12])[C:5]1[CH:10]=[CH:9][CH:8]=[CH:7][CH:6]=1.[CH2:13]=O. (5) Given the product [CH3:1][S:2]([C:3]1[N:8]=[C:7]([C:9]2[O:13][CH:12]=[N:11][C:10]=2[C:14]2[CH:19]=[CH:18][CH:17]=[C:16]([N+:20]([O-:22])=[O:21])[CH:15]=2)[CH:6]=[CH:5][N:4]=1)=[O:31], predict the reactants needed to synthesize it. The reactants are: [CH3:1][S:2][C:3]1[N:8]=[C:7]([C:9]2[O:13][CH:12]=[N:11][C:10]=2[C:14]2[CH:19]=[CH:18][CH:17]=[C:16]([N+:20]([O-:22])=[O:21])[CH:15]=2)[CH:6]=[CH:5][N:4]=1.C1C=C(Cl)C=C(C(OO)=[O:31])C=1. (6) Given the product [C:37]([O:3][C:4]1[CH:19]=[CH:18][C:17]([C:20]([CH2:23][CH3:24])([CH3:22])[CH3:21])=[CH:16][C:5]=1[C:6]1([O:15][C:25](=[O:28])[CH3:26])[C:7](=[O:14])[C:8]2[C:13](=[CH:12][CH:11]=[CH:10][CH:9]=2)[C:2]1=[O:1])(=[O:38])[CH3:36], predict the reactants needed to synthesize it. The reactants are: [OH:1][C:2]12[C:13]3[C:8](=[CH:9][CH:10]=[CH:11][CH:12]=3)[C:7](=[O:14])[C:6]1([OH:15])[C:5]1[CH:16]=[C:17]([C:20]([CH2:23][CH3:24])([CH3:22])[CH3:21])[CH:18]=[CH:19][C:4]=1[O:3]2.[C:25]([OH:28])(=O)[CH3:26].N1C=CC=CC=1.C1C[O:38][CH2:37][CH2:36]1. (7) Given the product [C:1]([NH:5][S:6]([C:9]1[CH:14]=[CH:13][C:12]([C:15]2[N:19]([CH2:20][CH:21]3[CH2:22][CH2:23][CH2:24][CH2:25][CH2:26]3)[N:18]=[C:17]([C:27]([O:29][CH2:30][CH3:31])=[O:28])[C:16]=2[Cl:41])=[C:11]([Cl:32])[C:10]=1[Cl:33])(=[O:8])=[O:7])([CH3:2])([CH3:4])[CH3:3], predict the reactants needed to synthesize it. The reactants are: [C:1]([NH:5][S:6]([C:9]1[CH:14]=[CH:13][C:12]([C:15]2[N:19]([CH2:20][CH:21]3[CH2:26][CH2:25][CH2:24][CH2:23][CH2:22]3)[N:18]=[C:17]([C:27]([O:29][CH2:30][CH3:31])=[O:28])[CH:16]=2)=[C:11]([Cl:32])[C:10]=1[Cl:33])(=[O:8])=[O:7])([CH3:4])([CH3:3])[CH3:2].C1C(=O)N([Cl:41])C(=O)C1. (8) Given the product [O:21]([C:18]1[CH:19]=[CH:20][C:15]([CH:11]2[CH2:12][CH2:13][NH:8][CH2:9][CH2:10]2)=[CH:16][CH:17]=1)[C:22]1[CH:23]=[CH:24][CH:25]=[CH:26][CH:27]=1, predict the reactants needed to synthesize it. The reactants are: C([N:8]1[CH2:13][CH2:12][C:11]([C:15]2[CH:20]=[CH:19][C:18]([O:21][C:22]3[CH:27]=[CH:26][CH:25]=[CH:24][CH:23]=3)=[CH:17][CH:16]=2)(O)[CH2:10][CH2:9]1)C1C=CC=CC=1.FC(F)(F)C(O)=O. (9) Given the product [CH:46]([C:41]1[NH:42][C:43]2[C:39]([CH:40]=1)=[CH:38][C:37]([C@H:35]([NH:34][C:7]([C:5]1[O:4][N:3]=[C:2]([CH3:1])[CH:6]=1)=[O:9])[CH3:36])=[CH:45][CH:44]=2)=[O:47], predict the reactants needed to synthesize it. The reactants are: [CH3:1][C:2]1[CH:6]=[C:5]([C:7]([OH:9])=O)[O:4][N:3]=1.F[P-](F)(F)(F)(F)F.C[N+](C)=C(N(C)C)ON1C2N=CC=CC=2N=N1.[NH2:34][C@@H:35]([C:37]1[CH:38]=[C:39]2[C:43](=[CH:44][CH:45]=1)[NH:42][C:41]([CH2:46][OH:47])=[CH:40]2)[CH3:36].OI1(=O)C2C=CC=CC=2C(=O)O1.